This data is from Forward reaction prediction with 1.9M reactions from USPTO patents (1976-2016). The task is: Predict the product of the given reaction. (1) Given the reactants [NH2:1][C:2]([C:4]1[CH:5]=[N:6][C:7]2[C:12]([C:13]=1[NH:14][C:15]1[CH:16]=[C:17]([CH:23]=[CH:24][CH:25]=1)[C:18]([O:20]CC)=[O:19])=[CH:11][CH:10]=[C:9]([C:26]1[CH:27]=[N:28][CH:29]=[N:30][CH:31]=1)[CH:8]=2)=[O:3].[OH-].[Na+], predict the reaction product. The product is: [NH2:1][C:2]([C:4]1[CH:5]=[N:6][C:7]2[C:12]([C:13]=1[NH:14][C:15]1[CH:16]=[C:17]([CH:23]=[CH:24][CH:25]=1)[C:18]([OH:20])=[O:19])=[CH:11][CH:10]=[C:9]([C:26]1[CH:27]=[N:28][CH:29]=[N:30][CH:31]=1)[CH:8]=2)=[O:3]. (2) Given the reactants [CH2:1]([C:17]1[CH:25]=[C:21]([C:22]([OH:24])=[O:23])[C:20]([OH:26])=[CH:19][CH:18]=1)[CH2:2][CH2:3][CH2:4][CH2:5][CH2:6][CH2:7][CH2:8][CH2:9][CH2:10][CH2:11][CH2:12][CH2:13][CH2:14][CH2:15][CH3:16].C(O)(=O)C1C(=CC=CC=1)O.C(C1C=CC(O)=CC=1)CCCCCCCCCCCCCCC.[OH-].[Ca+2:61].[OH-], predict the reaction product. The product is: [CH2:1]([C:17]1[CH:25]=[C:21]([C:22]([O-:24])=[O:23])[C:20]([OH:26])=[CH:19][CH:18]=1)[CH2:2][CH2:3][CH2:4][CH2:5][CH2:6][CH2:7][CH2:8][CH2:9][CH2:10][CH2:11][CH2:12][CH2:13][CH2:14][CH2:15][CH3:16].[Ca+2:61].[CH2:1]([C:17]1[CH:25]=[C:21]([C:22]([O-:24])=[O:23])[C:20]([OH:26])=[CH:19][CH:18]=1)[CH2:2][CH2:3][CH2:4][CH2:5][CH2:6][CH2:7][CH2:8][CH2:9][CH2:10][CH2:11][CH2:12][CH2:13][CH2:14][CH2:15][CH3:16]. (3) The product is: [Br:22][C:23]1[CH:30]=[CH:29][C:26]([CH2:27][O:18][C:15]2[CH:16]=[CH:17][N:12]([C:9]3[CH:10]=[CH:11][C:6]4[N:7]([C:20]([CH3:21])=[C:4]([CH:1]5[CH2:3][CH2:2]5)[N:5]=4)[CH:8]=3)[C:13](=[O:19])[CH:14]=2)=[CH:25][CH:24]=1. Given the reactants [CH:1]1([C:4]2[N:5]=[C:6]3[CH:11]=[CH:10][C:9]([N:12]4[CH:17]=[CH:16][C:15]([OH:18])=[CH:14][C:13]4=[O:19])=[CH:8][N:7]3[C:20]=2[CH3:21])[CH2:3][CH2:2]1.[Br:22][C:23]1[CH:30]=[CH:29][C:26]([CH2:27]O)=[CH:25][CH:24]=1.C1(P(C2C=CC=CC=2)C2C=CC=CC=2)C=CC=CC=1, predict the reaction product.